Task: Predict the reaction yield, written as a fraction of the theoretical maximum amount of product (1.0 means a 100% yield; for example, 0.34 means a 34% yield).. Dataset: Reaction yield outcomes from USPTO patents with 853,638 reactions (1) The reactants are Cl[C:2]1[N:3]=[C:4]([CH3:18])[C:5]2[CH:10]=[CH:9][N:8]([C:11]([O:13][C:14]([CH3:17])([CH3:16])[CH3:15])=[O:12])[C:6]=2[N:7]=1.[F:19][C:20]1[CH:21]=[C:22](B(O)O)[CH:23]=[CH:24][C:25]=1[O:26][CH3:27].O1CCCC1.C([O-])([O-])=O.[K+].[K+]. The catalyst is Cl[Pd](Cl)([P](C1C=CC=CC=1)(C1C=CC=CC=1)C1C=CC=CC=1)[P](C1C=CC=CC=1)(C1C=CC=CC=1)C1C=CC=CC=1.O. The product is [F:19][C:20]1[CH:21]=[C:22]([C:2]2[N:3]=[C:4]([CH3:18])[C:5]3[CH:10]=[CH:9][N:8]([C:11]([O:13][C:14]([CH3:17])([CH3:16])[CH3:15])=[O:12])[C:6]=3[N:7]=2)[CH:23]=[CH:24][C:25]=1[O:26][CH3:27]. The yield is 0.510. (2) The reactants are C1(P(C2C=CC=CC=2)C2C=CC=CC=2)C=CC=CC=1.BrN1C(=O)CCC1=O.[C:28]([C:30]1[CH:31]=[C:32]([CH:40]([CH2:44][CH:45]2[CH2:49][CH2:48][CH2:47][CH2:46]2)[C:41](O)=[O:42])[CH:33]=[CH:34][C:35]=1[S:36]([CH3:39])(=[O:38])=[O:37])#[N:29].[NH2:50][C:51]1[CH:56]=[CH:55][CH:54]=[CH:53][N:52]=1. The catalyst is C(Cl)Cl. The product is [C:28]([C:30]1[CH:31]=[C:32]([CH:40]([CH2:44][CH:45]2[CH2:46][CH2:47][CH2:48][CH2:49]2)[C:41]([NH:50][C:51]2[CH:56]=[CH:55][CH:54]=[CH:53][N:52]=2)=[O:42])[CH:33]=[CH:34][C:35]=1[S:36]([CH3:39])(=[O:38])=[O:37])#[N:29]. The yield is 0.760. (3) The reactants are [C:1]([O:5][C:6]([NH:8][C@H:9]([CH2:13][C:14]#[N:15])[C:10]([OH:12])=O)=[O:7])([CH3:4])([CH3:3])[CH3:2].CN(C(ON1N=N[C:26]2[CH:27]=[CH:28][CH:29]=[N:30][C:25]1=2)=[N+](C)C)C.F[P-](F)(F)(F)(F)F.C1(N)CCCC1.CCN(CC)CC. The catalyst is C(Cl)Cl. The product is [C:14]([CH2:13][C@@H:9]([NH:8][C:6](=[O:7])[O:5][C:1]([CH3:2])([CH3:3])[CH3:4])[C:10]([NH:30][CH:25]1[CH2:26][CH2:27][CH2:28][CH2:29]1)=[O:12])#[N:15]. The yield is 0.930.